From a dataset of Catalyst prediction with 721,799 reactions and 888 catalyst types from USPTO. Predict which catalyst facilitates the given reaction. Reactant: [Br:1][C:2]1[CH:7]=[C:6]([C:8]([F:11])([F:10])[F:9])[CH:5]=[C:4]([CH2:12]Br)[CH:3]=1.[OH:14][CH2:15][C:16]1([C:29]2[CH:34]=[CH:33][CH:32]=[CH:31][CH:30]=2)[CH2:21][CH2:20][N:19]([C:22]([O:24][C:25]([CH3:28])([CH3:27])[CH3:26])=[O:23])[CH2:18][CH2:17]1.[H-].[Na+]. The catalyst class is: 35. Product: [Br:1][C:2]1[CH:3]=[C:4]([CH:5]=[C:6]([C:8]([F:11])([F:10])[F:9])[CH:7]=1)[CH2:12][O:14][CH2:15][C:16]1([C:29]2[CH:30]=[CH:31][CH:32]=[CH:33][CH:34]=2)[CH2:21][CH2:20][N:19]([C:22]([O:24][C:25]([CH3:27])([CH3:28])[CH3:26])=[O:23])[CH2:18][CH2:17]1.